From a dataset of Full USPTO retrosynthesis dataset with 1.9M reactions from patents (1976-2016). Predict the reactants needed to synthesize the given product. (1) Given the product [F:18][C:19]([F:27])([F:28])[C:20]1[CH:25]=[CH:24][CH:23]=[CH:22][C:21]=1[O:26][C:2]1[CH:7]=[C:6]([O:8][CH2:9][C:10]#[CH:11])[N:5]=[CH:4][N:3]=1, predict the reactants needed to synthesize it. The reactants are: Cl[C:2]1[CH:7]=[C:6]([O:8][CH2:9][C:10]#[CH:11])[N:5]=[CH:4][N:3]=1.C(=O)([O-])[O-].[K+].[K+].[F:18][C:19]([F:28])([F:27])[C:20]1[CH:25]=[CH:24][CH:23]=[CH:22][C:21]=1[OH:26].[Cl-].[NH4+]. (2) Given the product [CH3:21][N:22]([CH3:31])[C:23]1[CH:30]=[CH:29][C:26]([CH2:27][NH:28][CH2:15][C:11]2[C:10]([O:17][CH3:18])=[CH:9][CH:8]=[C:7]3[C:12]=2[CH:13]=[CH:14][C:5]([C:3]([OH:2])=[O:4])=[CH:6]3)=[CH:25][CH:24]=1, predict the reactants needed to synthesize it. The reactants are: C[O:2][C:3]([C:5]1[CH:14]=[CH:13][C:12]2[C:7](=[CH:8][CH:9]=[C:10]([O:17][CH3:18])[C:11]=2[CH:15]=O)[CH:6]=1)=[O:4].Cl.Cl.[CH3:21][N:22]([CH3:31])[C:23]1[CH:30]=[CH:29][C:26]([CH2:27][NH2:28])=[CH:25][CH:24]=1. (3) Given the product [NH2:32][C:17]1([C:15]([NH:14][CH:9]([C:6]2[CH:5]=[CH:4][C:3]([Cl:2])=[CH:8][CH:7]=2)[CH2:10][CH2:11][O:12][CH3:13])=[O:16])[CH2:18][CH2:19][N:20]([C:23]2[C:24]3[CH:31]=[CH:30][NH:29][C:25]=3[N:26]=[CH:27][N:28]=2)[CH2:21][CH2:22]1, predict the reactants needed to synthesize it. The reactants are: Cl.[Cl:2][C:3]1[CH:8]=[CH:7][C:6]([CH:9]([NH:14][C:15]([C:17]2([NH:32]C(=O)OC(C)(C)C)[CH2:22][CH2:21][N:20]([C:23]3[C:24]4[CH:31]=[CH:30][NH:29][C:25]=4[N:26]=[CH:27][N:28]=3)[CH2:19][CH2:18]2)=[O:16])[CH2:10][CH2:11][O:12][CH3:13])=[CH:5][CH:4]=1. (4) Given the product [CH3:14][S:15][C:16]1[CH:22]=[CH:21][C:19]([NH:20][C:10](=[NH:11])[C:9]2[CH:12]=[CH:13][C:6]([Cl:5])=[CH:7][CH:8]=2)=[CH:18][CH:17]=1, predict the reactants needed to synthesize it. The reactants are: [Cl-].[Al+3].[Cl-].[Cl-].[Cl:5][C:6]1[CH:13]=[CH:12][C:9]([C:10]#[N:11])=[CH:8][CH:7]=1.[CH3:14][S:15][C:16]1[CH:22]=[CH:21][C:19]([NH2:20])=[CH:18][CH:17]=1. (5) Given the product [C:15]([O:14][C:12]([NH:11][C:4]1[S:3][C:2]([C:21]2[C:22]([F:28])=[CH:23][CH:24]=[C:25]([O:26][CH3:27])[C:20]=2[F:19])=[N:6][C:5]=1[C:7]([O:9][CH3:10])=[O:8])=[O:13])([CH3:18])([CH3:17])[CH3:16], predict the reactants needed to synthesize it. The reactants are: Br[C:2]1[S:3][C:4]([NH:11][C:12]([O:14][C:15]([CH3:18])([CH3:17])[CH3:16])=[O:13])=[C:5]([C:7]([O:9][CH3:10])=[O:8])[N:6]=1.[F:19][C:20]1[C:25]([O:26][CH3:27])=[CH:24][CH:23]=[C:22]([F:28])[C:21]=1B(O)O.P([O-])([O-])([O-])=O.[K+].[K+].[K+].